From a dataset of NCI-60 drug combinations with 297,098 pairs across 59 cell lines. Regression. Given two drug SMILES strings and cell line genomic features, predict the synergy score measuring deviation from expected non-interaction effect. (1) Drug 1: COC1=NC(=NC2=C1N=CN2C3C(C(C(O3)CO)O)O)N. Drug 2: CCN(CC)CCCC(C)NC1=C2C=C(C=CC2=NC3=C1C=CC(=C3)Cl)OC. Cell line: NCI-H460. Synergy scores: CSS=33.5, Synergy_ZIP=0.478, Synergy_Bliss=0.677, Synergy_Loewe=-31.3, Synergy_HSA=-1.27. (2) Drug 1: C1CCC(CC1)NC(=O)N(CCCl)N=O. Drug 2: C1C(C(OC1N2C=C(C(=O)NC2=O)F)CO)O. Cell line: OVCAR-4. Synergy scores: CSS=49.1, Synergy_ZIP=7.97, Synergy_Bliss=7.46, Synergy_Loewe=-25.5, Synergy_HSA=9.50. (3) Drug 1: C1=C(C(=O)NC(=O)N1)F. Drug 2: C1=NC(=NC(=O)N1C2C(C(C(O2)CO)O)O)N. Cell line: RPMI-8226. Synergy scores: CSS=74.6, Synergy_ZIP=-8.15, Synergy_Bliss=-12.3, Synergy_Loewe=-7.34, Synergy_HSA=-7.00. (4) Drug 1: CC=C1C(=O)NC(C(=O)OC2CC(=O)NC(C(=O)NC(CSSCCC=C2)C(=O)N1)C(C)C)C(C)C. Drug 2: C(=O)(N)NO. Cell line: DU-145. Synergy scores: CSS=4.67, Synergy_ZIP=0.00435, Synergy_Bliss=0.0727, Synergy_Loewe=-55.7, Synergy_HSA=-1.98.